Task: Regression. Given a peptide amino acid sequence and an MHC pseudo amino acid sequence, predict their binding affinity value. This is MHC class II binding data.. Dataset: Peptide-MHC class II binding affinity with 134,281 pairs from IEDB (1) The peptide sequence is DWSTRLRNDGNAI. The MHC is DRB5_0101 with pseudo-sequence DRB5_0101. The binding affinity (normalized) is 0. (2) The peptide sequence is AYEGQRVVFIQPSPV. The MHC is HLA-DPA10301-DPB10402 with pseudo-sequence HLA-DPA10301-DPB10402. The binding affinity (normalized) is 0.379.